This data is from Catalyst prediction with 721,799 reactions and 888 catalyst types from USPTO. The task is: Predict which catalyst facilitates the given reaction. (1) Reactant: [CH3:1][O:2][C:3]1[CH:8]=[CH:7][CH:6]=[CH:5][C:4]=1[N:9]1[CH2:14][CH2:13][N:12]([CH2:15][C@H:16]([NH2:24])[CH2:17][C:18]2[CH:23]=[CH:22][CH:21]=[CH:20][N:19]=2)[CH2:11][CH2:10]1.C(N(CC)CC)C.[CH:32]1([C:38](Cl)=[O:39])[CH2:37][CH2:36][CH2:35][CH2:34][CH2:33]1. Product: [CH3:1][O:2][C:3]1[CH:8]=[CH:7][CH:6]=[CH:5][C:4]=1[N:9]1[CH2:14][CH2:13][N:12]([CH2:15][C@H:16]([NH:24][C:38]([CH:32]2[CH2:37][CH2:36][CH2:35][CH2:34][CH2:33]2)=[O:39])[CH2:17][C:18]2[CH:23]=[CH:22][CH:21]=[CH:20][N:19]=2)[CH2:11][CH2:10]1. The catalyst class is: 4. (2) Reactant: [F:1][C:2]1[C:7]([C:8]2[NH:12][CH:11]=[C:10]([CH:13]=[O:14])[CH:9]=2)=[CH:6][CH:5]=[CH:4][N:3]=1.[H-].[Na+].C1OCCOCCOCCOCCOC1.[O:32]1[C:36]2[CH:37]=[CH:38][C:39]([S:41](Cl)(=[O:43])=[O:42])=[CH:40][C:35]=2[O:34][CH2:33]1. Product: [O:32]1[C:36]2[CH:37]=[CH:38][C:39]([S:41]([N:12]3[C:8]([C:7]4[C:2]([F:1])=[N:3][CH:4]=[CH:5][CH:6]=4)=[CH:9][C:10]([CH:13]=[O:14])=[CH:11]3)(=[O:42])=[O:43])=[CH:40][C:35]=2[O:34][CH2:33]1. The catalyst class is: 685. (3) Reactant: [Cl:1][C:2]1[CH:3]=[CH:4][C:5]([C:8]([F:12])([F:11])[CH2:9][OH:10])=[N:6][CH:7]=1.CCN(C(C)C)C(C)C.[O:22](S(C(F)(F)F)(=O)=O)[S:23]([C:26]([F:29])([F:28])[F:27])(=O)=[O:24]. Product: [F:27][C:26]([F:29])([F:28])[S:23]([O:10][CH2:9][C:8]([C:5]1[CH:4]=[CH:3][C:2]([Cl:1])=[CH:7][N:6]=1)([F:12])[F:11])(=[O:24])=[O:22]. The catalyst class is: 28. (4) Reactant: [NH2:1][C:2]1[C:12]([N:13]2[CH:17]=[CH:16][N:15]=[CH:14]2)=[CH:11][CH:10]=[CH:9][C:3]=1[C:4]([O:6][CH2:7][CH3:8])=[O:5].[C:18](N1C=CN=C1)(N1C=CN=C1)=[O:19]. Product: [O:19]=[C:18]1[NH:1][C:2]2[C:3]([C:4]([O:6][CH2:7][CH3:8])=[O:5])=[CH:9][CH:10]=[CH:11][C:12]=2[N:13]2[CH:17]=[CH:16][N:15]=[C:14]12. The catalyst class is: 262. (5) Reactant: C(OC([C@@:8]12[CH2:15][CH2:14][C@H:13]([F:16])[C@@H:12]1[CH2:11][N:10]([C:17]([O:19][CH2:20][C:21]1[CH:26]=[CH:25][CH:24]=[CH:23][CH:22]=1)=[O:18])[CH2:9]2)=O)(C)(C)C.FC(F)(F)[C:29]([OH:31])=[O:30].C([N:36](CC)CC)C.C1(P(N=[N+]=[N-])(C2C=CC=CC=2)=O)C=CC=CC=1.[C:58](O)([CH3:61])([CH3:60])[CH3:59]. Product: [CH2:20]([O:19][C:17]([N:10]1[CH2:11][C@@H:12]2[C@@:8]([NH:36][C:29]([O:31][C:58]([CH3:61])([CH3:60])[CH3:59])=[O:30])([CH2:15][CH2:14][C@@H:13]2[F:16])[CH2:9]1)=[O:18])[C:21]1[CH:26]=[CH:25][CH:24]=[CH:23][CH:22]=1. The catalyst class is: 4. (6) The catalyst class is: 5. Reactant: [C:1]([NH:11][C:12]([O:14][C@H:15]1[C@:22]2([CH3:27])[C@H:23]([CH3:26])[CH2:24][CH2:25][C@:20]3([CH2:30][CH2:29][C:28](=[O:31])[C@H:21]32)[C@@H:19]([CH3:32])[C@H:18]([OH:33])[C@@:17]([CH:35]=[CH2:36])([CH3:34])[CH2:16]1)=[O:13])([O:3][C@H:4]1[CH2:9][CH2:8][C@H:7]([NH2:10])[CH2:6][CH2:5]1)=[O:2].CCOC(C)=O.[CH2:43]([S:49]([OH:52])(=[O:51])=[O:50])[CH2:44][S:45]([OH:48])(=[O:47])=[O:46]. Product: [S:45]([CH2:44][CH2:43][S:49]([OH:52])(=[O:51])=[O:50])([OH:48])(=[O:47])=[O:46].[C:1]([NH:11][C:12]([O:14][C@H:15]1[C@:22]2([CH3:27])[C@H:23]([CH3:26])[CH2:24][CH2:25][C@:20]3([CH2:30][CH2:29][C:28](=[O:31])[C@H:21]32)[C@@H:19]([CH3:32])[C@H:18]([OH:33])[C@@:17]([CH:35]=[CH2:36])([CH3:34])[CH2:16]1)=[O:13])([O:3][C@H:4]1[CH2:9][CH2:8][C@H:7]([NH2:10])[CH2:6][CH2:5]1)=[O:2]. (7) Reactant: C[O:2][C:3]([C:5]1[N:6]=[N:7][N:8]([CH2:10][CH2:11][N:12]2[CH2:20][C:19]3[C:14](=[CH:15][CH:16]=[CH:17][CH:18]=3)[C:13]2=[O:21])[CH:9]=1)=[O:4].[OH-].[Na+]. Product: [O:21]=[C:13]1[C:14]2[C:19](=[CH:18][CH:17]=[CH:16][CH:15]=2)[CH2:20][N:12]1[CH2:11][CH2:10][N:8]1[CH:9]=[C:5]([C:3]([OH:4])=[O:2])[N:6]=[N:7]1. The catalyst class is: 5.